From a dataset of Full USPTO retrosynthesis dataset with 1.9M reactions from patents (1976-2016). Predict the reactants needed to synthesize the given product. (1) Given the product [N+:1]([C:4]1[CH:9]=[CH:8][N:7]=[C:6]([C:10]([NH2:11])=[O:17])[CH:5]=1)([O-:3])=[O:2], predict the reactants needed to synthesize it. The reactants are: [N+:1]([C:4]1[CH:9]=[CH:8][N:7]=[C:6]([C:10]#[N:11])[CH:5]=1)([O-:3])=[O:2].Cl[Si](C)(C)C.[OH2:17]. (2) Given the product [CH:6]1([C:11]([OH:24])([CH2:12][C:13]2[O:18][C:17]([CH3:20])([CH3:19])[O:16][C:15](=[O:21])[CH:14]=2)[C:22]#[C:23][C:26]2[CH:31]=[CH:30][C:29]([C:32]([CH3:35])([CH3:36])[C:33]#[N:34])=[C:28]([F:37])[CH:27]=2)[CH2:10][CH2:9][CH2:8][CH2:7]1, predict the reactants needed to synthesize it. The reactants are: CN(C=O)C.[CH:6]1([C:11]([OH:24])([C:22]#[CH:23])[CH2:12][C:13]2[O:18][C:17]([CH3:20])([CH3:19])[O:16][C:15](=[O:21])[CH:14]=2)[CH2:10][CH2:9][CH2:8][CH2:7]1.Br[C:26]1[CH:31]=[CH:30][C:29]([C:32]([CH3:36])([CH3:35])[C:33]#[N:34])=[C:28]([F:37])[CH:27]=1.